Predict which catalyst facilitates the given reaction. From a dataset of Catalyst prediction with 721,799 reactions and 888 catalyst types from USPTO. (1) Reactant: [Na].Br[C:3]1[N:11]([CH2:12][C:13]2[CH:18]=[CH:17][C:16]([Cl:19])=[CH:15][CH:14]=2)[C:10]2[C:9](=[O:20])[N:8]([CH2:21][CH2:22][CH2:23][O:24][Si:25]([C:28]([CH3:31])([CH3:30])[CH3:29])([CH3:27])[CH3:26])[C:7](=[O:32])[N:6]([CH3:33])[C:5]=2[N:4]=1.[O:34]1[CH2:39][CH2:38][N:37]([CH2:40][CH2:41][OH:42])[CH2:36][CH2:35]1. Product: [Si:25]([O:24][CH2:23][CH2:22][CH2:21][N:8]1[C:9](=[O:20])[C:10]2[N:11]([CH2:12][C:13]3[CH:18]=[CH:17][C:16]([Cl:19])=[CH:15][CH:14]=3)[C:3]([O:42][CH2:41][CH2:40][N:37]3[CH2:38][CH2:39][O:34][CH2:35][CH2:36]3)=[N:4][C:5]=2[N:6]([CH3:33])[C:7]1=[O:32])([C:28]([CH3:31])([CH3:30])[CH3:29])([CH3:26])[CH3:27]. The catalyst class is: 6. (2) Reactant: C(OC(=NNC(N)=O)C[CH:8]([NH:11][C:12](=[O:48])[C@@H:13]1[CH2:17][CH:16]([O:18][CH2:19][C:20]2[CH:25]=[CH:24][CH:23]=[CH:22][CH:21]=2)[CH2:15][N:14]1[C:26](=[O:47])[C@H:27]([CH:44]([CH3:46])[CH3:45])[NH:28][C:29](=[O:43])[C@H:30]([CH2:35][C:36]1[CH:41]=[CH:40][C:39]([OH:42])=[CH:38][CH:37]=1)[NH:31][C:32](=[O:34])[CH3:33])[CH:9]=[O:10])(C)(C)C.F[C:55](F)(F)[C:56]([OH:58])=[O:57].CO.C=O. Product: [C:32]([NH:31][C@H:30]([C:29]([NH:28][C@H:27]([C:26]([N:14]1[CH2:15][CH:16]([O:18][CH2:19][C:20]2[CH:25]=[CH:24][CH:23]=[CH:22][CH:21]=2)[CH2:17][C@H:13]1[C:12]([NH:11][CH:8]([CH:9]=[O:10])[CH2:55][C:56]([OH:58])=[O:57])=[O:48])=[O:47])[CH:44]([CH3:45])[CH3:46])=[O:43])[CH2:35][C:36]1[CH:37]=[CH:38][C:39]([OH:42])=[CH:40][CH:41]=1)(=[O:34])[CH3:33]. The catalyst class is: 411. (3) Reactant: [CH3:1][C:2]1[CH:3]=[N+:4]([O-:9])[CH:5]=[C:6]([CH3:8])[CH:7]=1.C([O-])(=O)C.C([O-])(=O)C.C([O-])(=O)C.[Tl+3].[Br:23]Br. Product: [Br:23][C:7]1[C:6]([CH3:8])=[CH:5][N+:4]([O-:9])=[CH:3][C:2]=1[CH3:1]. The catalyst class is: 15. (4) Reactant: O.[PH2]([O-])=O.[Na+].C=C.C([O-])([O-])=O.C([O-])([O-])=O.OO.OO.OO.[Na+].[Na+].[Na+].[Na+].C(N(C(=O)C)CCN(C(=O)C)C(=O)C)(=O)C.[Al:42].[Al+3].[CH2:44]([P:46](CC)(=[O:48])[O-:47])[CH3:45].[CH2:51]([P:53](CC)(=[O:55])[O-:54])[CH3:52].[CH2:58]([P:60](CC)(=[O:62])[O-:61])[CH3:59]. Product: [Al+3:42].[CH2:44]([P:46]([O-:48])[O-:47])[CH3:45].[CH2:51]([P:53]([O-:55])[O-:54])[CH3:52].[CH2:58]([P:60]([O-:62])[O-:61])[CH3:59].[Al+3:42]. The catalyst class is: 6. (5) Reactant: [CH:1]([O:4][C:5]1[CH:21]=[CH:20][C:8]([O:9][C:10]2[S:11][C:12](/[CH:15]=[CH:16]/[CH:17]([OH:19])[CH3:18])=[CH:13][N:14]=2)=[CH:7][CH:6]=1)([CH3:3])[CH3:2].C(N(CC)CC)C.[C:29](OC(=O)C)(=[O:31])[CH3:30]. The catalyst class is: 112. Product: [C:29]([O:19][CH:17]([CH3:18])/[CH:16]=[CH:15]/[C:12]1[S:11][C:10]([O:9][C:8]2[CH:20]=[CH:21][C:5]([O:4][CH:1]([CH3:2])[CH3:3])=[CH:6][CH:7]=2)=[N:14][CH:13]=1)(=[O:31])[CH3:30]. (6) Reactant: [C:1]1([C@H:7]([NH2:9])[CH3:8])[CH:6]=[CH:5][CH:4]=[CH:3][CH:2]=1.[Cl:10][C:11]1[CH:16]=[CH:15][CH:14]=[CH:13][C:12]=1[CH2:17][N:18]1[C:23](=[O:24])[C:22]([C:25]([NH:27][CH2:28][C:29]([O:31]CC)=[O:30])=[O:26])=[C:21]([OH:34])[C:20]([C:35](OC)=[O:36])=[C:19]1[OH:39]. The catalyst class is: 22. Product: [Cl:10][C:11]1[CH:16]=[CH:15][CH:14]=[CH:13][C:12]=1[CH2:17][N:18]1[C:19]([OH:39])=[C:20]([C:35]([NH:9][C@@H:7]([C:1]2[CH:6]=[CH:5][CH:4]=[CH:3][CH:2]=2)[CH3:8])=[O:36])[C:21]([OH:34])=[C:22]([C:25]([NH:27][CH2:28][C:29]([O-:31])=[O:30])=[O:26])[C:23]1=[O:24].[NH4+:9].